This data is from Forward reaction prediction with 1.9M reactions from USPTO patents (1976-2016). The task is: Predict the product of the given reaction. Given the reactants [C:1]([O:7]C)(=O)[CH2:2][C:3]([CH3:5])=O.[CH3:9][C:10]1[CH:15]=[C:14]([CH3:16])[CH:13]=[C:12]([CH3:17])[C:11]=1[C:18]1[CH:22]=[N:21][NH:20][C:19]=1[NH2:23].C(O)C, predict the reaction product. The product is: [CH3:5][C:3]1[NH:23][C:19]2[N:20]([N:21]=[CH:22][C:18]=2[C:11]2[C:12]([CH3:17])=[CH:13][C:14]([CH3:16])=[CH:15][C:10]=2[CH3:9])[C:1](=[O:7])[CH:2]=1.